From a dataset of Catalyst prediction with 721,799 reactions and 888 catalyst types from USPTO. Predict which catalyst facilitates the given reaction. Reactant: [Cl:1][C:2]1[CH:3]=[CH:4][C:5]2[N:11]([CH2:12][C:13]([CH3:17])([CH3:16])[CH2:14][OH:15])[C:10](=[O:18])[C@@H:9]([CH2:19][C:20]([NH:22][C@@H:23]([CH3:29])[C:24]([O:26]CC)=[O:25])=[O:21])[O:8][C@H:7]([C:30]3[CH:35]=[CH:34][CH:33]=[C:32]([O:36][CH3:37])[C:31]=3[O:38][CH3:39])[C:6]=2[CH:40]=1.[OH-].[Na+].C(O)C. Product: [Cl:1][C:2]1[CH:3]=[CH:4][C:5]2[N:11]([CH2:12][C:13]([CH3:16])([CH3:17])[CH2:14][OH:15])[C:10](=[O:18])[C@@H:9]([CH2:19][C:20]([NH:22][C@@H:23]([CH3:29])[C:24]([OH:26])=[O:25])=[O:21])[O:8][C@H:7]([C:30]3[CH:35]=[CH:34][CH:33]=[C:32]([O:36][CH3:37])[C:31]=3[O:38][CH3:39])[C:6]=2[CH:40]=1. The catalyst class is: 6.